Dataset: Peptide-MHC class II binding affinity with 134,281 pairs from IEDB. Task: Regression. Given a peptide amino acid sequence and an MHC pseudo amino acid sequence, predict their binding affinity value. This is MHC class II binding data. The MHC is DRB5_0101 with pseudo-sequence DRB5_0101. The binding affinity (normalized) is 0.902. The peptide sequence is LFRVYSNFLRGKLKL.